From a dataset of Full USPTO retrosynthesis dataset with 1.9M reactions from patents (1976-2016). Predict the reactants needed to synthesize the given product. (1) Given the product [ClH:1].[ClH:1].[F:26][C:122]1[CH:121]=[CH:120][C:119]([N:101]([C:98]2[CH:97]=[CH:96][C:95]([O:94][CH2:93][CH2:92][N:86]3[CH2:91][CH2:90][CH2:89][CH2:88][CH2:87]3)=[CH:100][CH:99]=2)[C:102](=[O:118])[C:103]2[CH:108]=[CH:107][C:106]([O:109][CH2:110][CH2:111][N:112]3[CH2:113][CH2:114][CH2:115][CH2:116][CH2:117]3)=[CH:105][CH:104]=2)=[CH:124][CH:123]=1, predict the reactants needed to synthesize it. The reactants are: [ClH:1].Cl.N1(CCOC2C=CC(N(C3C=CC(OCCN4CCCCC4)=CC=3)C(=O)C3C=CC([F:26])=CC=3)=CC=2)CCCCC1.Cl.Cl.N1(CCOC2C=CC(N(C3C=CC(OCCN4CCCCC4)=CC=3)C(=O)C3C=CC=CC=3)=CC=2)CCCCC1.Cl.Cl.[N:86]1([CH2:92][CH2:93][O:94][C:95]2[CH:100]=[CH:99][C:98]([N:101]([C:119]3[CH:124]=[CH:123][CH:122]=[CH:121][CH:120]=3)[C:102](=[O:118])[C:103]3[CH:108]=[CH:107][C:106]([O:109][CH2:110][CH2:111][N:112]4[CH2:117][CH2:116][CH2:115][CH2:114][CH2:113]4)=[CH:105][CH:104]=3)=[CH:97][CH:96]=2)[CH2:91][CH2:90][CH2:89][CH2:88][CH2:87]1. (2) Given the product [CH2:1]([O:3][C:4](=[O:18])[C:5]1[CH:10]=[C:9]([CH:11]=[CH:21][N:24]([CH3:26])[CH3:25])[C:8]([N+:12]([O-:14])=[O:13])=[CH:7][C:6]=1[N+:15]([O-:17])=[O:16])[CH3:2], predict the reactants needed to synthesize it. The reactants are: [CH2:1]([O:3][C:4](=[O:18])[C:5]1[CH:10]=[C:9]([CH3:11])[C:8]([N+:12]([O-:14])=[O:13])=[CH:7][C:6]=1[N+:15]([O-:17])=[O:16])[CH3:2].CO[CH:21]([N:24]([CH3:26])[CH3:25])OC. (3) Given the product [F:33][C:27]1[CH:28]=[CH:29][C:30]([F:32])=[CH:31][C:26]=1[S:23]([NH:22][C:20]1[CH:21]=[C:16]([C:9]2[N:10]=[C:11]([CH:13]([CH3:15])[CH3:14])[S:12][C:8]=2[C:6]2[CH:5]=[CH:4][N:3]=[C:2]([NH:45][CH:42]3[CH2:43][CH2:44][N:39]([S:36]([CH3:35])(=[O:38])=[O:37])[CH2:40][CH2:41]3)[N:7]=2)[CH:17]=[CH:18][C:19]=1[F:34])(=[O:25])=[O:24], predict the reactants needed to synthesize it. The reactants are: Cl[C:2]1[N:7]=[C:6]([C:8]2[S:12][C:11]([CH:13]([CH3:15])[CH3:14])=[N:10][C:9]=2[C:16]2[CH:17]=[CH:18][C:19]([F:34])=[C:20]([NH:22][S:23]([C:26]3[CH:31]=[C:30]([F:32])[CH:29]=[CH:28][C:27]=3[F:33])(=[O:25])=[O:24])[CH:21]=2)[CH:5]=[CH:4][N:3]=1.[CH3:35][S:36]([N:39]1[CH2:44][CH2:43][CH:42]([NH2:45])[CH2:41][CH2:40]1)(=[O:38])=[O:37]. (4) Given the product [Br:32][C:10]1[CH2:11][CH:12]([C:16]([O:18][CH2:19][CH3:20])=[O:17])[CH2:13][C:14](=[O:15])[C:9]=1[C:7](=[O:8])[C:6]1[CH:22]=[CH:23][C:3]([CH2:1][CH3:2])=[CH:4][CH:5]=1, predict the reactants needed to synthesize it. The reactants are: [CH2:1]([C:3]1[CH:23]=[CH:22][C:6]([C:7]([C:9]2[C:14](=[O:15])[CH2:13][CH:12]([C:16]([O:18][CH2:19][CH3:20])=[O:17])[CH2:11][C:10]=2O)=[O:8])=[CH:5][CH:4]=1)[CH3:2].CC(=CC)C.C(Br)(=O)C([Br:32])=O.O. (5) Given the product [NH2:37][C:36]1[CH:38]=[CH:39][C:40]([C:2]2[CH:3]=[CH:4][C:5]3[O:11][CH2:10][CH2:9][N:8]([C:12]([N:14]4[CH2:19][CH2:18][C:17]([C:21]5[CH:26]=[CH:25][CH:24]=[C:23]([C:27]([F:30])([F:29])[F:28])[CH:22]=5)([OH:20])[CH2:16][CH2:15]4)=[O:13])[CH2:7][C:6]=3[CH:31]=2)=[CH:41][C:35]=1[N+:32]([O-:34])=[O:33], predict the reactants needed to synthesize it. The reactants are: Br[C:2]1[CH:3]=[CH:4][C:5]2[O:11][CH2:10][CH2:9][N:8]([C:12]([N:14]3[CH2:19][CH2:18][C:17]([C:21]4[CH:26]=[CH:25][CH:24]=[C:23]([C:27]([F:30])([F:29])[F:28])[CH:22]=4)([OH:20])[CH2:16][CH2:15]3)=[O:13])[CH2:7][C:6]=2[CH:31]=1.[N+:32]([C:35]1[CH:41]=[C:40](B2OC(C)(C)C(C)(C)O2)[CH:39]=[CH:38][C:36]=1[NH2:37])([O-:34])=[O:33].P([O-])([O-])([O-])=O.[K+].[K+].[K+]. (6) Given the product [O:28]1[CH:32]=[CH:31][CH:30]=[C:29]1[C:33]([N:3]1[C:4]2[C:9](=[CH:8][CH:7]=[CH:6][CH:5]=2)[C@H:10]([N:12]([C:13]2[CH:18]=[CH:17][CH:16]=[CH:15][CH:14]=2)[C:25](=[O:36])[CH3:27])[CH2:11][C@@H:2]1[CH3:1])=[O:34], predict the reactants needed to synthesize it. The reactants are: [CH3:1][C@H:2]1[CH2:11][C@@H:10]([NH:12][C:13]2[CH:18]=[CH:17][CH:16]=[CH:15][CH:14]=2)[C:9]2[C:4](=[CH:5][CH:6]=[CH:7][CH:8]=2)[NH:3]1.C(N([CH:25]([CH3:27])C)CC)(C)C.[O:28]1[CH:32]=[CH:31][CH:30]=[C:29]1[C:33](Cl)=[O:34].[OH2:36]. (7) Given the product [N:26]1([C:11]2[CH:10]([C:20]3[CH:25]=[CH:24][CH:23]=[CH:22][CH:21]=3)[N:9]=[C:8]([C:5]3[CH:6]=[CH:7][C:2]([F:1])=[CH:3][CH:4]=3)[C:14]3[CH:15]=[CH:16][CH:17]=[CH:18][C:13]=3[N:12]=2)[CH2:29][CH2:28][CH2:27]1, predict the reactants needed to synthesize it. The reactants are: [F:1][C:2]1[CH:7]=[CH:6][C:5]([C:8]2[C:14]3[CH:15]=[CH:16][CH:17]=[CH:18][C:13]=3[NH:12][C:11](=O)[CH:10]([C:20]3[CH:25]=[CH:24][CH:23]=[CH:22][CH:21]=3)[N:9]=2)=[CH:4][CH:3]=1.[NH:26]1[CH2:29][CH2:28][CH2:27]1. (8) Given the product [CH3:26][O:25][C:22]1[CH:21]=[CH:20][C:19]([CH2:18][N:10]2[C:9]3[C:3]([C:4]([O:6][CH2:7][CH3:8])=[O:5])=[CH:2][NH:1][C:14](=[O:16])[C:13]=3[CH:12]=[CH:11]2)=[CH:24][CH:23]=1, predict the reactants needed to synthesize it. The reactants are: [NH2:1][CH:2]=[C:3]([C:9]1[N:10]([CH2:18][C:19]2[CH:24]=[CH:23][C:22]([O:25][CH3:26])=[CH:21][CH:20]=2)[CH:11]=[CH:12][C:13]=1[C:14]([O:16]C)=O)[C:4]([O:6][CH2:7][CH3:8])=[O:5].CC(C)([O-])C.[Na+].CN(C)C=O.O.